Dataset: Forward reaction prediction with 1.9M reactions from USPTO patents (1976-2016). Task: Predict the product of the given reaction. (1) Given the reactants [CH3:1][O:2][C:3]1[CH:4]=[C:5]2[C:10](=[CH:11][C:12]=1[O:13][CH2:14][C@H:15]1[CH2:17][O:16]1)[N:9]=[CH:8][N:7]=[C:6]2[O:18][C:19]1[CH:20]=[C:21]2[C:25](=[CH:26][CH:27]=1)[NH:24][CH:23]=[C:22]2[CH3:28].[NH:29]1[CH2:33][CH2:32][CH2:31][CH2:30]1, predict the reaction product. The product is: [OH:16][C@H:15]([CH2:17][N:29]1[CH2:33][CH2:32][CH2:31][CH2:30]1)[CH2:14][O:13][C:12]1[CH:11]=[C:10]2[C:5]([C:6]([O:18][C:19]3[CH:20]=[C:21]4[C:25](=[CH:26][CH:27]=3)[NH:24][CH:23]=[C:22]4[CH3:28])=[N:7][CH:8]=[N:9]2)=[CH:4][C:3]=1[O:2][CH3:1]. (2) Given the reactants [Cl:1][C:2]1[CH:7]=[CH:6][C:5]([N+:8]([O-])=O)=[C:4]([S:11][C:12]2[CH:17]=[CH:16][C:15]([S:18]([CH2:21][CH3:22])(=[O:20])=[O:19])=[CH:14][C:13]=2[Cl:23])[CH:3]=1.[OH-].[Na+], predict the reaction product. The product is: [Cl:1][C:2]1[CH:7]=[CH:6][C:5]([NH2:8])=[C:4]([S:11][C:12]2[CH:17]=[CH:16][C:15]([S:18]([CH2:21][CH3:22])(=[O:20])=[O:19])=[CH:14][C:13]=2[Cl:23])[CH:3]=1. (3) Given the reactants [Cl:1][C:2]1[CH:3]=[CH:4][C:5]([NH:8][C:9](=[O:35])[C:10]2[CH:15]=[CH:14][CH:13]=[CH:12][C:11]=2[NH:16][C:17](=[O:34])[C:18]2[CH:23]=[CH:22][C:21]([C:24]3([CH3:29])OCC[O:25]3)=[CH:20][C:19]=2[O:30][CH2:31][O:32][CH3:33])=[N:6][CH:7]=1.Cl, predict the reaction product. The product is: [C:24]([C:21]1[CH:22]=[CH:23][C:18]([C:17]([NH:16][C:11]2[CH:12]=[CH:13][CH:14]=[CH:15][C:10]=2[C:9]([NH:8][C:5]2[CH:4]=[CH:3][C:2]([Cl:1])=[CH:7][N:6]=2)=[O:35])=[O:34])=[C:19]([O:30][CH2:31][O:32][CH3:33])[CH:20]=1)(=[O:25])[CH3:29]. (4) The product is: [CH3:29][N:30]([CH3:31])[C:6]1[C:5]2[C:10](=[CH:11][C:2]([Cl:1])=[C:3]([N:23]3[CH2:24][CH2:25][CH2:26][CH2:27][CH2:28]3)[CH:4]=2)[N:9]=[C:8]([N:12]2[CH:16]=[C:15]([C:17]([OH:19])=[O:18])[CH:14]=[N:13]2)[N:7]=1. Given the reactants [Cl:1][C:2]1[CH:11]=[C:10]2[C:5]([C:6](=O)[NH:7][C:8]([N:12]3[CH:16]=[C:15]([C:17]([O:19]CC)=[O:18])[CH:14]=[N:13]3)=[N:9]2)=[CH:4][C:3]=1[N:23]1[CH2:28][CH2:27][CH2:26][CH2:25][CH2:24]1.[CH3:29][NH:30][CH3:31], predict the reaction product.